From a dataset of Full USPTO retrosynthesis dataset with 1.9M reactions from patents (1976-2016). Predict the reactants needed to synthesize the given product. Given the product [Br:8][C:6]1[CH:5]=[CH:4][C:3]2[N:9]=[C:10]([CH2:11][CH:12]3[NH:13][C:14](=[O:18])[NH:15][C:16]3=[O:17])[O:19][C:2]=2[CH:7]=1, predict the reactants needed to synthesize it. The reactants are: Br[C:2]1[CH:7]=[C:6]([Br:8])[CH:5]=[CH:4][C:3]=1[NH:9][C:10](=[O:19])[CH2:11][CH:12]1[C:16](=[O:17])[NH:15][C:14](=[O:18])[NH:13]1.C([O-])([O-])=O.[K+].[K+].N1C=CC=CC=1.